Dataset: Catalyst prediction with 721,799 reactions and 888 catalyst types from USPTO. Task: Predict which catalyst facilitates the given reaction. Reactant: [CH3:1][O:2][C:3]([CH3:8])([CH3:7])[CH2:4][CH2:5][OH:6].[CH:9](O)=[O:10]. Product: [CH:9]([O:6][CH2:5][CH2:4][C:3]([O:2][CH3:1])([CH3:8])[CH3:7])=[O:10]. The catalyst class is: 6.